Dataset: Forward reaction prediction with 1.9M reactions from USPTO patents (1976-2016). Task: Predict the product of the given reaction. Given the reactants [Br:1][C:2]1[CH:3]=[C:4]2[C:8](=[CH:9][CH:10]=1)[CH2:7][C@@H:6]([NH2:11])[CH2:5]2.[CH:12](N(C(C)C)CC)(C)C.[CH2:21]([O:25][C:26]1[CH:34]=[CH:33][C:29]([C:30](Cl)=[O:31])=[CH:28][CH:27]=1)[CH2:22][CH2:23][CH3:24], predict the reaction product. The product is: [Br:1][C:2]1[CH:3]=[C:4]2[C:8](=[CH:9][CH:10]=1)[CH2:7][C@@H:6]([N:11]([CH3:12])[C:30](=[O:31])[C:29]1[CH:33]=[CH:34][C:26]([O:25][CH2:21][CH2:22][CH2:23][CH3:24])=[CH:27][CH:28]=1)[CH2:5]2.